From a dataset of TCR-epitope binding with 47,182 pairs between 192 epitopes and 23,139 TCRs. Binary Classification. Given a T-cell receptor sequence (or CDR3 region) and an epitope sequence, predict whether binding occurs between them. (1) The epitope is QYDPVAALF. The TCR CDR3 sequence is CASSMGGQTYGYTF. Result: 0 (the TCR does not bind to the epitope). (2) The epitope is RQLLFVVEV. The TCR CDR3 sequence is CASSGTTFTDTQYF. Result: 1 (the TCR binds to the epitope). (3) The epitope is HSKKKCDEL. The TCR CDR3 sequence is CASTGLAARTDTQYF. Result: 0 (the TCR does not bind to the epitope).